Regression. Given a peptide amino acid sequence and an MHC pseudo amino acid sequence, predict their binding affinity value. This is MHC class I binding data. From a dataset of Peptide-MHC class I binding affinity with 185,985 pairs from IEDB/IMGT. (1) The peptide sequence is RVYLQGHGY. The MHC is HLA-A03:01 with pseudo-sequence HLA-A03:01. The binding affinity (normalized) is 0.898. (2) The peptide sequence is IQNTNSPSV. The MHC is H-2-Kb with pseudo-sequence H-2-Kb. The binding affinity (normalized) is 0.345.